This data is from Full USPTO retrosynthesis dataset with 1.9M reactions from patents (1976-2016). The task is: Predict the reactants needed to synthesize the given product. (1) Given the product [C:1]([C:3]1[C:7]([N+:23]([O-:25])=[O:24])=[C:6]([C:8]2[CH:13]=[CH:12][CH:11]=[CH:10][CH:9]=2)[S:5][C:4]=1[NH:14][C:15]([CH:17]1[CH2:22][CH2:21][CH2:20][CH2:19][CH2:18]1)=[O:16])#[N:2], predict the reactants needed to synthesize it. The reactants are: [C:1]([C:3]1[CH:7]=[C:6]([C:8]2[CH:13]=[CH:12][CH:11]=[CH:10][CH:9]=2)[S:5][C:4]=1[NH:14][C:15]([CH:17]1[CH2:22][CH2:21][CH2:20][CH2:19][CH2:18]1)=[O:16])#[N:2].[N+:23]([O-])([OH:25])=[O:24]. (2) The reactants are: [Cl:1][C:2]1[C:11]([N+:12]([O-:14])=[O:13])=[C:10](Cl)[C:9]2[C:4](=[CH:5][CH:6]=[CH:7][CH:8]=2)[N:3]=1.C(N(CC)CC)C.[CH3:23][O:24][C:25]1[CH:32]=[CH:31][C:28]([CH2:29][NH2:30])=[CH:27][CH:26]=1. Given the product [Cl:1][C:2]1[C:11]([N+:12]([O-:14])=[O:13])=[C:10]([NH:30][CH2:29][C:28]2[CH:31]=[CH:32][C:25]([O:24][CH3:23])=[CH:26][CH:27]=2)[C:9]2[C:4](=[CH:5][CH:6]=[CH:7][CH:8]=2)[N:3]=1, predict the reactants needed to synthesize it. (3) Given the product [Br:19][C:17]1[CH:16]=[CH:15][C:13]2[N:14]=[C:10]([C:2]3[N:3]([CH2:31][O:30][CH2:29][CH2:28][Si:27]([CH3:34])([CH3:33])[CH3:26])[C:4]4[CH:9]=[CH:8][CH:7]=[CH:6][C:5]=4[N:1]=3)[O:11][C:12]=2[CH:18]=1, predict the reactants needed to synthesize it. The reactants are: [NH:1]1[C:5]2[CH:6]=[CH:7][CH:8]=[CH:9][C:4]=2[N:3]=[C:2]1[C:10]1[O:11][C:12]2[CH:18]=[C:17]([Br:19])[CH:16]=[CH:15][C:13]=2[N:14]=1.CC(C)([O-])C.[K+].[CH3:26][Si:27]([CH3:34])([CH3:33])[CH2:28][CH2:29][O:30][CH2:31]Cl. (4) Given the product [C:38]([NH:37][CH2:36][C@H:35]1[C@@H:28]2[CH2:27][C:26]3[CH:25]=[C:24]([C:9]4[CH2:14][CH2:13][N:12]([C:15]([O:17][C:18]([CH3:19])([CH3:20])[CH3:21])=[O:16])[CH2:11][CH:10]=4)[CH:32]=[CH:31][C:30]=3[N:29]2[C:33](=[O:41])[O:34]1)(=[O:40])[CH3:39], predict the reactants needed to synthesize it. The reactants are: CC1(C)C(C)(C)OB([C:9]2[CH2:14][CH2:13][N:12]([C:15]([O:17][C:18]([CH3:21])([CH3:20])[CH3:19])=[O:16])[CH2:11][CH:10]=2)O1.Br[C:24]1[CH:32]=[CH:31][C:30]2[N:29]3[C:33](=[O:41])[O:34][C@@H:35]([CH2:36][NH:37][C:38](=[O:40])[CH3:39])[C@@H:28]3[CH2:27][C:26]=2[CH:25]=1.C([O-])([O-])=O.[Na+].[Na+].